This data is from Forward reaction prediction with 1.9M reactions from USPTO patents (1976-2016). The task is: Predict the product of the given reaction. (1) Given the reactants [CH3:1][C:2]1[C:3]([NH:12][C@H:13]2[CH2:17][CH2:16][CH2:15][C@@H:14]2[NH:18]C(=O)OC(C)(C)C)=[N:4][CH:5]=[C:6]([C:8]([F:11])([F:10])[F:9])[CH:7]=1.[ClH:26], predict the reaction product. The product is: [ClH:26].[CH3:1][C:2]1[C:3]([NH:12][C@H:13]2[CH2:17][CH2:16][CH2:15][C@@H:14]2[NH2:18])=[N:4][CH:5]=[C:6]([C:8]([F:9])([F:10])[F:11])[CH:7]=1. (2) The product is: [CH3:35][N:19]([CH3:18])[CH2:20][CH2:21][CH2:22][C:23]1[C:24]2[CH2:34][CH2:33][CH2:32][CH2:31][CH2:30][C:25]=2[NH:26][C:27]=1/[CH:28]=[C:12]1\[C:13](=[O:17])[NH:14][C:15]2[C:11]\1=[CH:10][CH:9]=[C:8]([C:5]1[CH:4]=[CH:3][C:2]([F:1])=[CH:7][CH:6]=1)[CH:16]=2. Given the reactants [F:1][C:2]1[CH:7]=[CH:6][C:5]([C:8]2[CH:16]=[C:15]3[C:11]([CH2:12][C:13](=[O:17])[NH:14]3)=[CH:10][CH:9]=2)=[CH:4][CH:3]=1.[CH3:18][N:19]([CH3:35])[CH2:20][CH2:21][CH2:22][C:23]1[C:24]2[CH2:34][CH2:33][CH2:32][CH2:31][CH2:30][C:25]=2[NH:26][C:27]=1[CH:28]=O.N1CCCCC1, predict the reaction product.